From a dataset of Full USPTO retrosynthesis dataset with 1.9M reactions from patents (1976-2016). Predict the reactants needed to synthesize the given product. (1) The reactants are: C([O:3][C:4]([C:6]1([NH:15][C:16](=[O:28])[C:17]2[CH:22]=[CH:21][CH:20]=[C:19]([CH3:23])[C:18]=2[CH:24]=[C:25]([CH3:27])[CH3:26])[CH2:14][C:13]2[C:8](=[CH:9][CH:10]=[CH:11][CH:12]=2)[CH2:7]1)=O)C.[Li+].[BH4-].C1COCC1.[NH4+].[Cl-]. Given the product [OH:3][CH2:4][C:6]1([NH:15][C:16](=[O:28])[C:17]2[CH:22]=[CH:21][CH:20]=[C:19]([CH3:23])[C:18]=2[CH:24]=[C:25]([CH3:26])[CH3:27])[CH2:14][C:13]2[C:8](=[CH:9][CH:10]=[CH:11][CH:12]=2)[CH2:7]1, predict the reactants needed to synthesize it. (2) Given the product [CH3:27][C@@H:26]1[CH2:25][O:24][C:23](=[O:28])[N:22]1[C:19]1[CH:20]=[CH:21][C:16]([C:14]([N:11]2[CH2:12][CH2:13][N:8]([C:5]3[C:4]([CH3:29])=[CH:3][C:2]([C:30]4[CH:35]=[CH:34][CH:33]=[CH:32][CH:31]=4)=[CH:7][N:6]=3)[CH2:9][CH2:10]2)=[O:15])=[CH:17][CH:18]=1, predict the reactants needed to synthesize it. The reactants are: Br[C:2]1[CH:3]=[C:4]([CH3:29])[C:5]([N:8]2[CH2:13][CH2:12][N:11]([C:14]([C:16]3[CH:21]=[CH:20][C:19]([N:22]4[C@H:26]([CH3:27])[CH2:25][O:24][C:23]4=[O:28])=[CH:18][CH:17]=3)=[O:15])[CH2:10][CH2:9]2)=[N:6][CH:7]=1.[C:30]1(B(O)O)[CH:35]=[CH:34][CH:33]=[CH:32][CH:31]=1. (3) Given the product [CH:20]([C:16]1[N:17]=[C:18]([CH3:19])[N:13]2[CH:12]=[C:11]([C:8]3[C@H:9]([CH3:10])[C@@H:5]4[C@@H:4]([C@H:2]([OH:1])[CH3:3])[C:35](=[O:36])[N:6]4[C:7]=3[C:22]([O:24][CH2:25][C:26]3[CH:27]=[CH:28][C:29]([N+:32]([O-:34])=[O:33])=[CH:30][CH:31]=3)=[O:23])[S:15][C:14]=12)=[O:21], predict the reactants needed to synthesize it. The reactants are: [OH:1][C@@H:2]([C@H:4]1[C:35](=[O:36])[N:6]2[C:7]([C:22]([O:24][CH2:25][C:26]3[CH:31]=[CH:30][C:29]([N+:32]([O-:34])=[O:33])=[CH:28][CH:27]=3)=[O:23])=[C:8]([C:11]3[S:15][C:14]4=[C:16]([CH2:20][OH:21])[N:17]=[C:18]([CH3:19])[N:13]4[CH:12]=3)[C@H:9]([CH3:10])[C@H:5]12)[CH3:3]. (4) Given the product [CH3:1][C@H:2]1[O:7][C@@H:6]([CH3:8])[CH2:5][N:4]([C:9]2[CH:16]=[CH:15][C:12]([C:13]([NH2:14])=[O:20])=[CH:11][C:10]=2[CH:17]=[O:18])[CH2:3]1, predict the reactants needed to synthesize it. The reactants are: [CH3:1][C@H:2]1[O:7][C@@H:6]([CH3:8])[CH2:5][N:4]([C:9]2[CH:16]=[CH:15][C:12]([C:13]#[N:14])=[CH:11][C:10]=2[CH:17]=[O:18])[CH2:3]1.C(=O)([O-])[O-:20].[K+].[K+].OO.CS(C)=O.